From a dataset of Forward reaction prediction with 1.9M reactions from USPTO patents (1976-2016). Predict the product of the given reaction. (1) Given the reactants [NH:1]1[CH:5]=[CH:4][CH:3]=[N:2]1.[C:6]([O:11][CH2:12][CH3:13])(=[O:10])/[CH:7]=[CH:8]/[CH3:9].C1CCN2C(=NCCC2)CC1, predict the reaction product. The product is: [N:1]1([CH:8]([CH3:9])[CH2:7][C:6]([O:11][CH2:12][CH3:13])=[O:10])[CH:5]=[CH:4][CH:3]=[N:2]1. (2) Given the reactants Cl[C:2]1[N:7]2[N:8]=[C:9]([CH3:11])[CH:10]=[C:6]2[N:5]=[C:4]([NH:12][C:13](=[O:24])[C:14]2[CH:19]=[CH:18][C:17]([C:20]([OH:23])([CH3:22])[CH3:21])=[CH:16][CH:15]=2)[CH:3]=1.[S:25]1[CH:29]=[CH:28][C:27]2[CH:30]=[C:31](B(O)O)[CH:32]=[CH:33][C:26]1=2.O1CCOCC1, predict the reaction product. The product is: [S:25]1[CH:29]=[CH:28][C:27]2[CH:30]=[C:31]([C:2]3[N:7]4[N:8]=[C:9]([CH3:11])[CH:10]=[C:6]4[N:5]=[C:4]([NH:12][C:13](=[O:24])[C:14]4[CH:19]=[CH:18][C:17]([C:20]([OH:23])([CH3:22])[CH3:21])=[CH:16][CH:15]=4)[CH:3]=3)[CH:32]=[CH:33][C:26]1=2. (3) The product is: [Br:1][C:2]1[CH:3]=[C:4]([F:17])[C:5]2[O:10][CH2:9][C:8](=[O:11])[N:7]([CH2:12][CH2:13][CH2:14][N:33]3[CH2:34][CH2:35][CH:30]([CH2:26][CH2:27][CH2:28][CH3:29])[CH2:31][CH2:32]3)[C:6]=2[CH:16]=1. Given the reactants [Br:1][C:2]1[CH:3]=[C:4]([F:17])[C:5]2[O:10][CH2:9][C:8](=[O:11])[N:7]([CH2:12][CH2:13][CH2:14]Cl)[C:6]=2[CH:16]=1.C([O-])([O-])=O.[K+].[K+].[Na+].[I-].[CH2:26]([CH:30]1[CH2:35][CH2:34][NH:33][CH2:32][CH2:31]1)[CH2:27][CH2:28][CH3:29], predict the reaction product. (4) Given the reactants [NH:1]1[CH2:6][CH2:5][O:4][CH2:3][CH2:2]1.[Cl:7][C:8]1[N:13]=[C:12]([NH:14][C:15]2[CH:19]=[C:18]([CH3:20])[NH:17][N:16]=2)[C:11]([F:21])=[C:10](Cl)[N:9]=1.CCN(C(C)C)C(C)C, predict the reaction product. The product is: [Cl:7][C:8]1[N:13]=[C:12]([NH:14][C:15]2[CH:19]=[C:18]([CH3:20])[NH:17][N:16]=2)[C:11]([F:21])=[C:10]([N:1]2[CH2:6][CH2:5][O:4][CH2:3][CH2:2]2)[N:9]=1. (5) Given the reactants [O:1]=[C:2]1[CH:13]2[C:14]3[N:6]([CH:7]=[CH:8][C:9]=3[CH2:10][CH2:11][C@@H:12]2[NH:15][C:16](=[O:32])[C@H:17]([C@H:28]([CH2:30][CH3:31])[CH3:29])[NH:18][C:19](=[O:27])[CH2:20][C:21]2[CH:26]=[CH:25][CH:24]=[CH:23][CH:22]=2)[CH2:5][C@@H:4]([C:33]([OH:35])=O)[CH2:3]1.[NH:36]1[CH:40]=[C:39]([CH2:41][NH2:42])[N:38]=[N:37]1, predict the reaction product. The product is: [O:1]=[C:2]1[CH:13]2[C:14]3[N:6]([CH:7]=[CH:8][C:9]=3[CH2:10][CH2:11][C@@H:12]2[NH:15][C:16](=[O:32])[C@H:17]([C@H:28]([CH2:30][CH3:31])[CH3:29])[NH:18][C:19](=[O:27])[CH2:20][C:21]2[CH:22]=[CH:23][CH:24]=[CH:25][CH:26]=2)[CH2:5][C@@H:4]([C:33]([NH:42][CH2:41][C:39]2[N:38]=[N:37][NH:36][CH:40]=2)=[O:35])[CH2:3]1.